From a dataset of Full USPTO retrosynthesis dataset with 1.9M reactions from patents (1976-2016). Predict the reactants needed to synthesize the given product. (1) Given the product [CH3:20][O:19][C:17]1[CH:18]=[C:13]2[CH:12]=[C:11]([C:21]([C:29]3[CH:30]=[CH:31][C:32]([C:35]([F:38])([F:37])[F:36])=[CH:33][CH:34]=3)=[CH:22][CH:23]3[CH2:24][CH2:25][O:26][CH2:27][CH2:28]3)[NH:10][C:14]2=[N:15][CH:16]=1, predict the reactants needed to synthesize it. The reactants are: C1(S([N:10]2[C:14]3=[N:15][CH:16]=[C:17]([O:19][CH3:20])[CH:18]=[C:13]3[CH:12]=[C:11]2[C:21]([C:29]2[CH:34]=[CH:33][C:32]([C:35]([F:38])([F:37])[F:36])=[CH:31][CH:30]=2)=[CH:22][CH:23]2[CH2:28][CH2:27][O:26][CH2:25][CH2:24]2)(=O)=O)C=CC=CC=1.[F-].C([N+](CCCC)(CCCC)CCCC)CCC. (2) Given the product [CH3:1][CH2:2][CH2:3][CH2:4][CH2:5][N:6]([CH2:8][CH2:9][C:10]([P:16]([O-:19])([OH:18])=[O:17])([P:12]([OH:15])([OH:14])=[O:13])[OH:11])[CH3:7].[Na+:24], predict the reactants needed to synthesize it. The reactants are: [CH3:1][CH2:2][CH2:3][CH2:4][CH2:5][N:6]([CH2:8][CH2:9][C:10]([P:16]([OH:19])([OH:18])=[O:17])([P:12]([OH:15])([OH:14])=[O:13])[OH:11])[CH3:7].C(=O)([O-])O.[Na+:24]. (3) Given the product [F:17][C:18]([F:31])([F:30])[S:19]([O:1][C:2]1[C:3](=[O:16])[CH:4]=[C:5]([CH2:8][O:9][CH:10]2[CH2:15][CH2:14][CH2:13][CH2:12][O:11]2)[O:6][CH:7]=1)(=[O:21])=[O:20], predict the reactants needed to synthesize it. The reactants are: [OH:1][C:2]1[C:3](=[O:16])[CH:4]=[C:5]([CH2:8][O:9][CH:10]2[CH2:15][CH2:14][CH2:13][CH2:12][O:11]2)[O:6][CH:7]=1.[F:17][C:18]([F:31])([F:30])[S:19](O[S:19]([C:18]([F:31])([F:30])[F:17])(=[O:21])=[O:20])(=[O:21])=[O:20].O.C(Cl)(Cl)Cl. (4) Given the product [N:40]1([C:9]([C:8]2[CH:7]=[CH:6][C:5]([O:4][CH2:3][C:2]([F:1])([F:15])[F:14])=[CH:13][CH:12]=2)=[O:11])[CH2:41][CH2:42][C:43]2([O:50][C:49]3[CH:51]=[CH:52][CH:53]=[CH:54][C:48]=3[N:47]3[CH:55]=[CH:56][CH:57]=[C:46]23)[CH2:44][CH2:45]1, predict the reactants needed to synthesize it. The reactants are: [F:1][C:2]([F:15])([F:14])[CH2:3][O:4][C:5]1[CH:13]=[CH:12][C:8]([C:9]([OH:11])=O)=[CH:7][CH:6]=1.CN(C(ON1N=NC2C=CC=NC1=2)=[N+](C)C)C.F[P-](F)(F)(F)(F)F.[NH:40]1[CH2:45][CH2:44][C:43]2([O:50][C:49]3[CH:51]=[CH:52][CH:53]=[CH:54][C:48]=3[N:47]3[CH:55]=[CH:56][CH:57]=[C:46]23)[CH2:42][CH2:41]1.CCN(CC)CC. (5) Given the product [Cl:32][C:33]1[CH:34]=[C:35]([N:47]2[CH2:52][CH2:51][O:50][CH2:49][CH2:48]2)[CH:36]=[CH:37][C:38]=1[CH2:39][N:40]1[CH2:45][CH2:44][N:43]([C:2]([O:20][CH:15]([C:16]([F:19])([F:18])[F:17])[C:14]([F:22])([F:21])[F:13])=[O:4])[C@@H:42]([CH3:46])[CH2:41]1, predict the reactants needed to synthesize it. The reactants are: Cl[C:2](Cl)([O:4]C(=O)OC(Cl)(Cl)Cl)Cl.[F:13][C:14]([F:22])([F:21])[CH:15]([OH:20])[C:16]([F:19])([F:18])[F:17].C(N(CC)C(C)C)(C)C.[Cl:32][C:33]1[CH:34]=[C:35]([N:47]2[CH2:52][CH2:51][O:50][CH2:49][CH2:48]2)[CH:36]=[CH:37][C:38]=1[CH2:39][N:40]1[CH2:45][CH2:44][NH:43][C@@H:42]([CH3:46])[CH2:41]1. (6) Given the product [CH3:10][O:9][C:8]1[CH:7]=[C:6]2[C:5](=[CH:4][C:3]=1[O:2][CH3:1])[N:19]=[C:17]([NH2:18])[C:11]12[CH2:16][CH2:15][CH2:14][CH2:13][CH2:12]1, predict the reactants needed to synthesize it. The reactants are: [CH3:1][O:2][C:3]1[C:8]([O:9][CH3:10])=[CH:7][C:6]([C:11]2([C:17]#[N:18])[CH2:16][CH2:15][CH2:14][CH2:13][CH2:12]2)=[C:5]([N+:19]([O-])=O)[CH:4]=1.[H][H]. (7) The reactants are: [F:1][C:2]([F:23])([F:22])[O:3][C:4]1[CH:9]=[CH:8][C:7]([C:10]2[N:14]=[C:13]([C:15]3[CH:16]=[CH:17][C:18](=[O:21])[NH:19][CH:20]=3)[O:12][N:11]=2)=[CH:6][CH:5]=1.[Cl:24][C:25]1[CH:30]=[CH:29][C:28]([CH2:31]Cl)=[CH:27][N:26]=1. Given the product [Cl:24][C:25]1[N:26]=[CH:27][C:28]([CH2:31][N:19]2[CH:20]=[C:15]([C:13]3[O:12][N:11]=[C:10]([C:7]4[CH:8]=[CH:9][C:4]([O:3][C:2]([F:1])([F:22])[F:23])=[CH:5][CH:6]=4)[N:14]=3)[CH:16]=[CH:17][C:18]2=[O:21])=[CH:29][CH:30]=1, predict the reactants needed to synthesize it.